This data is from Reaction yield outcomes from USPTO patents with 853,638 reactions. The task is: Predict the reaction yield, written as a fraction of the theoretical maximum amount of product (1.0 means a 100% yield; for example, 0.34 means a 34% yield). (1) The reactants are [CH2:1]([O:8][C:9]1[CH:14]=[CH:13][C:12]([C:15]2[N:20]=[CH:19][N:18]=[C:17]([NH:21][C@@H:22]([C:30]([O:32]C)=[O:31])[CH2:23][C:24]3[CH:29]=[CH:28][CH:27]=[CH:26][N:25]=3)[CH:16]=2)=[CH:11][CH:10]=1)[C:2]1[CH:7]=[CH:6][CH:5]=[CH:4][CH:3]=1.O.[OH-].[Li+].Cl. The catalyst is CO.O1CCCC1.O. The product is [CH2:1]([O:8][C:9]1[CH:10]=[CH:11][C:12]([C:15]2[N:20]=[CH:19][N:18]=[C:17]([NH:21][C@@H:22]([C:30]([OH:32])=[O:31])[CH2:23][C:24]3[CH:29]=[CH:28][CH:27]=[CH:26][N:25]=3)[CH:16]=2)=[CH:13][CH:14]=1)[C:2]1[CH:3]=[CH:4][CH:5]=[CH:6][CH:7]=1. The yield is 0.740. (2) The reactants are C([O:4][CH2:5][C@@H:6]([N:8]1[C:12](=O)[CH2:11][C:10]([CH3:15])([CH3:14])[C:9]1=O)[CH3:7])(=O)C.[H-].[H-].[H-].[H-].[Li+].[Al+3]. The catalyst is C(OCC)C. The product is [CH3:14][C:10]1([CH3:15])[CH2:11][CH2:12][N:8]([C@@H:6]([CH3:7])[CH2:5][OH:4])[CH2:9]1. The yield is 0.590. (3) The reactants are O[C:2]1[C:11]2[C:6](=[CH:7][CH:8]=[C:9]([O:12][CH3:13])[CH:10]=2)[N:5]=[CH:4][C:3]=1[C:14]([O:16][CH2:17][CH3:18])=[O:15].O=P(Cl)(Cl)[Cl:21]. No catalyst specified. The product is [Cl:21][C:2]1[C:11]2[C:6](=[CH:7][CH:8]=[C:9]([O:12][CH3:13])[CH:10]=2)[N:5]=[CH:4][C:3]=1[C:14]([O:16][CH2:17][CH3:18])=[O:15]. The yield is 0.970. (4) The reactants are Br[C:2]1[C:11]2[C:6](=[CH:7][CH:8]=[CH:9][CH:10]=2)[C:5]([Br:12])=[CH:4][CH:3]=1.[CH:13]([C:15]1[CH:20]=[CH:19][CH:18]=[CH:17][C:16]=1B(O)O)=[O:14].C(=O)([O-])[O-].[Na+].[Na+]. The catalyst is C1C=CC([P]([Pd]([P](C2C=CC=CC=2)(C2C=CC=CC=2)C2C=CC=CC=2)([P](C2C=CC=CC=2)(C2C=CC=CC=2)C2C=CC=CC=2)[P](C2C=CC=CC=2)(C2C=CC=CC=2)C2C=CC=CC=2)(C2C=CC=CC=2)C2C=CC=CC=2)=CC=1.C(COC)OC. The product is [Br:12][C:5]1[C:6]2[C:11](=[CH:10][CH:9]=[CH:8][CH:7]=2)[C:2]([C:16]2[CH:17]=[CH:18][CH:19]=[CH:20][C:15]=2[CH:13]=[O:14])=[CH:3][CH:4]=1. The yield is 0.670.